Dataset: Full USPTO retrosynthesis dataset with 1.9M reactions from patents (1976-2016). Task: Predict the reactants needed to synthesize the given product. (1) Given the product [CH2:1]([C:5]1[CH2:10][CH:9]([CH3:11])[CH:8]([CH:12]([OH:13])[CH3:15])[CH2:7][CH:6]=1)[CH:2]([CH3:4])[CH3:3], predict the reactants needed to synthesize it. The reactants are: [CH2:1]([C:5]1[CH2:10][CH:9]([CH3:11])[CH:8]([CH:12]=[O:13])[CH2:7][CH:6]=1)[CH:2]([CH3:4])[CH3:3].[Li][CH3:15].[NH4+].[Cl-]. (2) The reactants are: [F:1][C:2]1[CH:7]=[C:6]([CH2:8][CH2:9][O:10][C:11]2[CH:16]=[CH:15][C:14]([C:17]([F:20])([F:19])[F:18])=[CH:13][CH:12]=2)[CH:5]=[CH:4][C:3]=1[CH:21]1OCCO1.Cl.[N:27]1([C:33]([O:35][C:36]([CH3:39])([CH3:38])[CH3:37])=[O:34])[CH2:32][CH2:31][NH:30][CH2:29][CH2:28]1.C([O-])(O)=O.[Na+]. Given the product [F:1][C:2]1[CH:7]=[C:6]([CH2:8][CH2:9][O:10][C:11]2[CH:16]=[CH:15][C:14]([C:17]([F:18])([F:19])[F:20])=[CH:13][CH:12]=2)[CH:5]=[CH:4][C:3]=1[CH2:21][N:30]1[CH2:31][CH2:32][N:27]([C:33]([O:35][C:36]([CH3:39])([CH3:38])[CH3:37])=[O:34])[CH2:28][CH2:29]1, predict the reactants needed to synthesize it. (3) Given the product [CH3:1][CH:2]1[CH2:9][C@H:8]2[C@H:4]([CH2:5][N:6]([C:29]([C:27]3[N:28]=[C:24]([CH3:23])[S:25][C:26]=3[C:32]3[CH:33]=[CH:34][C:35]([C:38]([F:41])([F:39])[F:40])=[CH:36][CH:37]=3)=[O:30])[C@@H:7]2[CH2:10][NH:11][C:12]([C:14]2[N:21]3[C:17]([S:18][CH:19]=[CH:20]3)=[N:16][C:15]=2[CH3:22])=[O:13])[CH2:3]1, predict the reactants needed to synthesize it. The reactants are: [CH3:1][CH:2]1[CH2:9][C@H:8]2[C@H:4]([CH2:5][NH:6][C@@H:7]2[CH2:10][NH:11][C:12]([C:14]2[N:21]3[C:17]([S:18][CH:19]=[CH:20]3)=[N:16][C:15]=2[CH3:22])=[O:13])[CH2:3]1.[CH3:23][C:24]1[S:25][C:26]([C:32]2[CH:37]=[CH:36][C:35]([C:38]([F:41])([F:40])[F:39])=[CH:34][CH:33]=2)=[C:27]([C:29](O)=[O:30])[N:28]=1. (4) Given the product [Cl:1][C:2]1[C:7]([CH3:8])=[CH:6][C:5]([S:9]([N:12]([CH2:14][C:15]2[O:19][CH:18]=[C:17]([C:20]([N:48]([CH2:47][C:44]3[CH:45]=[CH:46][C:41]([C:37]4[NH:38][CH2:39][CH2:40][N:36]=4)=[CH:42][CH:43]=3)[CH3:49])=[O:22])[CH:16]=2)[CH3:13])(=[O:10])=[O:11])=[C:4]([CH3:23])[CH:3]=1, predict the reactants needed to synthesize it. The reactants are: [Cl:1][C:2]1[C:7]([CH3:8])=[CH:6][C:5]([S:9]([N:12]([CH2:14][C:15]2[O:19][CH:18]=[C:17]([C:20]([OH:22])=O)[CH:16]=2)[CH3:13])(=[O:11])=[O:10])=[C:4]([CH3:23])[CH:3]=1.C1N=CN(C(N2C=NC=C2)=O)C=1.[NH:36]1[CH2:40][CH2:39][N:38]=[C:37]1[C:41]1[CH:46]=[CH:45][C:44]([CH2:47][NH:48][CH3:49])=[CH:43][CH:42]=1.Cl. (5) Given the product [ClH:31].[CH:17]12[N:13]([C:6]3[C:7]4[C:12](=[CH:11][CH:10]=[CH:9][CH:8]=4)[C:3]([C:1]#[N:2])=[CH:4][CH:5]=3)[CH:14]([CH2:19][CH2:18]1)[CH2:15][CH2:16]2, predict the reactants needed to synthesize it. The reactants are: [C:1]([C:3]1[C:12]2[C:7](=[CH:8][CH:9]=[CH:10][CH:11]=2)[C:6]([NH:13][C@H:14]2[CH2:19][CH2:18][C@H:17](OS(C)(=O)=O)[CH2:16][CH2:15]2)=[CH:5][CH:4]=1)#[N:2].CC(C)([O-])C.[K+].[Cl:31]CCl.